This data is from Forward reaction prediction with 1.9M reactions from USPTO patents (1976-2016). The task is: Predict the product of the given reaction. (1) Given the reactants CC(OC(/N=N/C(OC(C)C)=O)=O)C.C1(P(C2C=CC=CC=2)C2C=CC=CC=2)C=CC=CC=1.[C:34]([O:37][C@@H:38]1[CH2:42][C@H:41]([C:43]2[N:47]3[C:48]4[CH:54]=[CH:53][N:52]([S:55]([C:58]5[CH:64]=[CH:63][C:61]([CH3:62])=[CH:60][CH:59]=5)(=[O:57])=[O:56])[C:49]=4[N:50]=[CH:51][C:46]3=[C:45]([C:65]3[CH:70]=[CH:69][C:68]([OH:71])=[CH:67][CH:66]=3)[N:44]=2)[N:40]([C:72](=[O:74])[CH3:73])[CH2:39]1)(=[O:36])[CH3:35].[CH3:75][C:76]1([CH2:80]O)[CH2:79][O:78][CH2:77]1, predict the reaction product. The product is: [C:34]([O:37][C@@H:38]1[CH2:42][C@H:41]([C:43]2[N:47]3[C:48]4[CH:54]=[CH:53][N:52]([S:55]([C:58]5[CH:64]=[CH:63][C:61]([CH3:62])=[CH:60][CH:59]=5)(=[O:57])=[O:56])[C:49]=4[N:50]=[CH:51][C:46]3=[C:45]([C:65]3[CH:70]=[CH:69][C:68]([O:71][CH2:75][C:76]4([CH3:80])[CH2:79][O:78][CH2:77]4)=[CH:67][CH:66]=3)[N:44]=2)[N:40]([C:72](=[O:74])[CH3:73])[CH2:39]1)(=[O:36])[CH3:35]. (2) Given the reactants C(N(/[C:6](/F)=[C:7](\F)/[C:8]([F:11])([F:10])F)CC)C.C(N(C(F)(F)C(F)C(F)(F)F)CC)C.[C:28]([O:36][CH:37]1[CH2:42]CCC(=O)[CH2:38]1)(=[O:35])[C:29]1[CH:34]=[CH:33][CH:32]=[CH:31][CH:30]=1, predict the reaction product. The product is: [C:28]([O:36][CH:37]1[CH2:42][CH2:6][CH2:7][C:8]([F:10])([F:11])[CH2:38]1)(=[O:35])[C:29]1[CH:34]=[CH:33][CH:32]=[CH:31][CH:30]=1. (3) Given the reactants [Cl:1][C:2]1[CH:7]=[CH:6][C:5]([CH:8]([C:19]2[C:27]3[C:22](=[C:23]([CH2:29][S:30][CH3:31])[CH:24]=[C:25]([F:28])[CH:26]=3)[NH:21][CH:20]=2)[CH:9]2C(=O)O[C:12](C)([CH3:16])[O:11][C:10]2=[O:18])=[C:4]([CH3:32])[CH:3]=1, predict the reaction product. The product is: [Cl:1][C:2]1[CH:7]=[CH:6][C:5]([CH:8]([C:19]2[C:27]3[C:22](=[C:23]([CH2:29][S:30][CH3:31])[CH:24]=[C:25]([F:28])[CH:26]=3)[NH:21][CH:20]=2)[CH2:9][C:10]([O:11][CH2:12][CH3:16])=[O:18])=[C:4]([CH3:32])[CH:3]=1. (4) Given the reactants [CH3:1][O:2][C:3]1[N:13]=[CH:12][C:11]2[S:10][CH2:9][CH2:8][N:7]([CH2:14][C:15]3[CH:16]=[C:17]([CH:22]=[CH:23][CH:24]=3)[C:18]([O:20]C)=[O:19])[CH2:6][C:5]=2[CH:4]=1.CO.C1COCC1.[OH-].[Li+], predict the reaction product. The product is: [CH3:1][O:2][C:3]1[N:13]=[CH:12][C:11]2[S:10][CH2:9][CH2:8][N:7]([CH2:14][C:15]3[CH:16]=[C:17]([CH:22]=[CH:23][CH:24]=3)[C:18]([OH:20])=[O:19])[CH2:6][C:5]=2[CH:4]=1. (5) Given the reactants Br[C:2]1[CH:3]=[C:4]([C:8]2[NH:9][C:10]3[N:11]([N:18]=[CH:19][C:20]=3[C:21]#[N:22])[C:12](=[O:17])[C:13]=2[CH:14]([CH3:16])[CH3:15])[CH:5]=[CH:6][CH:7]=1.[NH:23]1[CH2:27][CH2:26][CH2:25][C:24]1=[O:28].CC(C1C=C(C(C)C)C(C2C(P(C3CCCCC3)C3CCCCC3)=C(OC)C=CC=2OC)=C(C(C)C)C=1)C.C([O-])([O-])=O.[Cs+].[Cs+], predict the reaction product. The product is: [CH:14]([C:13]1[C:12](=[O:17])[N:11]2[N:18]=[CH:19][C:20]([C:21]#[N:22])=[C:10]2[NH:9][C:8]=1[C:4]1[CH:5]=[CH:6][CH:7]=[C:2]([N:23]2[CH2:27][CH2:26][CH2:25][C:24]2=[O:28])[CH:3]=1)([CH3:16])[CH3:15].